Dataset: Reaction yield outcomes from USPTO patents with 853,638 reactions. Task: Predict the reaction yield, written as a fraction of the theoretical maximum amount of product (1.0 means a 100% yield; for example, 0.34 means a 34% yield). (1) The reactants are C1(C)C=CC(S(O)(=O)=O)=CC=1.[NH2:12][C:13]1([C:19]([O:21][CH2:22][C:23]2[CH:28]=[CH:27][CH:26]=[CH:25][CH:24]=2)=[O:20])[CH2:18][CH2:17][CH2:16][CH2:15][CH2:14]1.C(N(CC)CC)C.[N:36]1([C:42](Cl)=[O:43])[CH2:41][CH2:40][O:39][CH2:38][CH2:37]1. The catalyst is C(=O)([O-])[O-].[Na+].[Na+].C(Cl)(Cl)Cl. The product is [N:36]1([C:42]([NH:12][C:13]2([C:19]([O:21][CH2:22][C:23]3[CH:24]=[CH:25][CH:26]=[CH:27][CH:28]=3)=[O:20])[CH2:18][CH2:17][CH2:16][CH2:15][CH2:14]2)=[O:43])[CH2:41][CH2:40][O:39][CH2:38][CH2:37]1. The yield is 0.870. (2) The reactants are [F:1][C:2]1([F:41])[CH2:5][CH:4]([NH:6][C:7]([NH:9][C@:10]([C:32]2[CH:37]=[CH:36][C:35]([F:38])=[C:34]([CH:39]=O)[CH:33]=2)([C:18]2[CH:23]=[C:22]([O:24][C:25]([F:30])([F:29])[CH:26]([F:28])[F:27])[CH:21]=[C:20]([F:31])[CH:19]=2)[CH2:11][C:12]2[CH:17]=[CH:16][CH:15]=[CH:14][CH:13]=2)=[O:8])[CH2:3]1.[NH:42]([CH3:44])[CH3:43].C(O)(=O)C.[BH3-]C#N.[Na+]. The catalyst is CO. The product is [F:1][C:2]1([F:41])[CH2:5][CH:4]([NH:6][C:7]([NH:9][C@:10]([C:32]2[CH:37]=[CH:36][C:35]([F:38])=[C:34]([CH2:39][N:42]([CH3:44])[CH3:43])[CH:33]=2)([C:18]2[CH:23]=[C:22]([O:24][C:25]([F:30])([F:29])[CH:26]([F:27])[F:28])[CH:21]=[C:20]([F:31])[CH:19]=2)[CH2:11][C:12]2[CH:17]=[CH:16][CH:15]=[CH:14][CH:13]=2)=[O:8])[CH2:3]1. The yield is 0.440. (3) The reactants are [CH2:1]([N:8]1[CH2:13][CH2:12][C:11]2([C:21]3[C:16](=[CH:17][CH:18]=[CH:19][C:20]=3[Br:22])[NH:15][C:14]2=O)[CH2:10][CH2:9]1)[C:2]1[CH:7]=[CH:6][CH:5]=[CH:4][CH:3]=1. The catalyst is C1COCC1. The product is [CH2:1]([N:8]1[CH2:13][CH2:12][C:11]2([C:21]3[C:16](=[CH:17][CH:18]=[CH:19][C:20]=3[Br:22])[NH:15][CH2:14]2)[CH2:10][CH2:9]1)[C:2]1[CH:7]=[CH:6][CH:5]=[CH:4][CH:3]=1. The yield is 0.630. (4) The reactants are [F:1][C:2]([F:36])([F:35])[C:3]1[CH:4]=[C:5]([C:13]([CH3:34])([CH3:33])[C:14]([N:16]([C:18]2[CH:19]=[N:20][C:21](Cl)=[CH:22][C:23]=2[C:24]2[CH:29]=[CH:28][C:27]([F:30])=[CH:26][C:25]=2[CH3:31])[CH3:17])=[O:15])[CH:6]=[C:7]([C:9]([F:12])([F:11])[F:10])[CH:8]=1.[CH2:37]1[CH:42]2[C:43](=[O:47])[NH:44][CH2:45][CH2:46][N:41]2[CH2:40][CH2:39][O:38]1.CNCCNC.C(=O)([O-])[O-].[Cs+].[Cs+]. The catalyst is O1CCOCC1.[Cu](I)I. The product is [F:1][C:2]([F:36])([F:35])[C:3]1[CH:4]=[C:5]([C:13]([CH3:34])([CH3:33])[C:14]([N:16]([C:18]2[CH:19]=[N:20][C:21]([N:44]3[CH2:45][CH2:46][N:41]4[CH:42]([CH2:37][O:38][CH2:39][CH2:40]4)[C:43]3=[O:47])=[CH:22][C:23]=2[C:24]2[CH:29]=[CH:28][C:27]([F:30])=[CH:26][C:25]=2[CH3:31])[CH3:17])=[O:15])[CH:6]=[C:7]([C:9]([F:12])([F:11])[F:10])[CH:8]=1. The yield is 0.400. (5) The reactants are [C:1]([C:3]1[CH:8]=[CH:7][C:6]([C:9]2[CH:10]=[N:11][CH:12]=[CH:13][C:14]=2[S:15][C:16]([CH3:23])([CH3:22])[C:17]([O:19]CC)=[O:18])=[CH:5][CH:4]=1)#[N:2].[OH-].[Na+]. The catalyst is CO. The product is [C:1]([C:3]1[CH:4]=[CH:5][C:6]([C:9]2[CH:10]=[N:11][CH:12]=[CH:13][C:14]=2[S:15][C:16]([CH3:23])([CH3:22])[C:17]([OH:19])=[O:18])=[CH:7][CH:8]=1)#[N:2]. The yield is 0.640. (6) The reactants are N([O-])=O.[Na+].N[C:6]1[N:7]([C:17]2[C:26]3[C:21](=[CH:22][CH:23]=[CH:24][CH:25]=3)[C:20]([CH:27]3[CH2:29][CH2:28]3)=[CH:19][CH:18]=2)[C:8]([S:11][CH2:12][C:13]([O:15][CH3:16])=[O:14])=[N:9][N:10]=1.ClC(Cl)C(O)=O.ClCCl.C(Br)(Br)[Br:40]. The catalyst is [Cl-].C([N+](CC)(CC)CC)C1C=CC=CC=1. The product is [Br:40][C:6]1[N:7]([C:17]2[C:26]3[C:21](=[CH:22][CH:23]=[CH:24][CH:25]=3)[C:20]([CH:27]3[CH2:29][CH2:28]3)=[CH:19][CH:18]=2)[C:8]([S:11][CH2:12][C:13]([O:15][CH3:16])=[O:14])=[N:9][N:10]=1. The yield is 0.850. (7) The reactants are [O:1]1[C:5]2[CH:6]=[CH:7][CH:8]=[CH:9][C:4]=2[C:3]([CH2:10][C@@H:11]([B:25]2[O:33]C(C)(C)C(C)(C)[O:26]2)[NH:12][C:13](=[O:24])[CH2:14][CH2:15][C:16]2[CH:21]=[CH:20][C:19]([O:22][CH3:23])=[CH:18][CH:17]=2)=[CH:2]1.CC(C)CB(O)O.Cl. The catalyst is CO.CCCCC. The product is [O:1]1[C:5]2[CH:6]=[CH:7][CH:8]=[CH:9][C:4]=2[C:3]([CH2:10][C@@H:11]([B:25]([OH:33])[OH:26])[NH:12][C:13](=[O:24])[CH2:14][CH2:15][C:16]2[CH:21]=[CH:20][C:19]([O:22][CH3:23])=[CH:18][CH:17]=2)=[CH:2]1. The yield is 0.210. (8) The product is [CH3:31][O:30][C:27]1[CH:28]=[C:29]2[C:24](=[CH:25][C:26]=1[O:32][CH3:33])[N:23]=[CH:22][CH:21]=[C:20]2[O:17][C:16]1[C:7]([C:4]2[CH:3]=[CH:2][C:1]([CH3:18])=[CH:6][CH:5]=2)=[N:8][C:9]2[C:14]([CH:15]=1)=[CH:13][CH:12]=[CH:11][N:10]=2. The yield is 0.200. The catalyst is CN(C)C1C=CN=CC=1.ClC1C=CC=CC=1Cl. The reactants are [C:1]1([CH3:18])[CH:6]=[CH:5][C:4]([C:7]2[C:16]([OH:17])=[CH:15][C:14]3[C:9](=[N:10][CH:11]=[CH:12][CH:13]=3)[N:8]=2)=[CH:3][CH:2]=1.Cl[C:20]1[C:29]2[C:24](=[CH:25][C:26]([O:32][CH3:33])=[C:27]([O:30][CH3:31])[CH:28]=2)[N:23]=[CH:22][CH:21]=1.O. (9) The reactants are Cl[CH2:2][CH2:3][CH2:4][C:5]1[CH:18]=[CH:17][C:8]([O:9][C:10]2[CH:15]=[CH:14][CH:13]=[C:12]([F:16])[N:11]=2)=[C:7]([O:19][CH3:20])[CH:6]=1.[Na+].[I-].C(N(C(C)C)CC)(C)C.[NH:32]1[CH:36]=[N:35][CH:34]=[N:33]1. The catalyst is C1COCC1.CN(C=O)C. The product is [F:16][C:12]1[CH:13]=[CH:14][CH:15]=[C:10]([O:9][C:8]2[CH:17]=[CH:18][C:5]([CH2:4][CH2:3][CH2:2][N:32]3[CH:36]=[N:35][CH:34]=[N:33]3)=[CH:6][C:7]=2[O:19][CH3:20])[N:11]=1. The yield is 0.330.